Predict the reaction yield, written as a fraction of the theoretical maximum amount of product (1.0 means a 100% yield; for example, 0.34 means a 34% yield). From a dataset of Reaction yield outcomes from USPTO patents with 853,638 reactions. (1) The reactants are C(OC(=O)[NH:7][C@H:8]([C:11]1[CH:16]=[CH:15][C:14]([Br:17])=[CH:13][CH:12]=1)[CH2:9][OH:10])(C)(C)C.Cl. The catalyst is CO.O1CCOCC1. The product is [NH2:7][C@H:8]([C:11]1[CH:16]=[CH:15][C:14]([Br:17])=[CH:13][CH:12]=1)[CH2:9][OH:10]. The yield is 1.00. (2) The reactants are [CH:1]1([N:7]2[C:12]([OH:13])=[C:11]([C:14]([NH:16][CH2:17][C:18]([O:20]CC)=[O:19])=[O:15])[C:10](=[O:23])[NH:9][C:8]2=[O:24])[CH2:6][CH2:5][CH2:4][CH2:3][CH2:2]1.[OH-].[Na+].Cl. The catalyst is C(O)C. The product is [CH:1]1([N:7]2[C:12]([OH:13])=[C:11]([C:14]([NH:16][CH2:17][C:18]([OH:20])=[O:19])=[O:15])[C:10](=[O:23])[NH:9][C:8]2=[O:24])[CH2:2][CH2:3][CH2:4][CH2:5][CH2:6]1. The yield is 0.840. (3) The reactants are IC.[C:3]([O:7][C:8]([NH:10][C@@H:11]([CH2:15][C:16]#[N:17])[C:12]([OH:14])=[O:13])=[O:9])([CH3:6])([CH3:5])[CH3:4].[CH2:18]1CCN2C(=NCCC2)CC1.OS([O-])(=O)=O.[K+]. The catalyst is C1(C)C=CC=CC=1.C(OCC)(=O)C.O. The product is [CH3:18][O:13][C:12](=[O:14])[C@@H:11]([NH:10][C:8]([O:7][C:3]([CH3:6])([CH3:5])[CH3:4])=[O:9])[CH2:15][C:16]#[N:17]. The yield is 0.860.